This data is from Full USPTO retrosynthesis dataset with 1.9M reactions from patents (1976-2016). The task is: Predict the reactants needed to synthesize the given product. Given the product [Cl:39][C:37]1[S:36][C:34]2[NH:35][C:31]([C:29]([NH:28][CH:20]3[CH2:21][C:22]4[C:27](=[CH:26][CH:25]=[CH:24][CH:23]=4)[N:18]([CH2:17][CH2:14][OH:15])[C:19]3=[O:40])=[O:30])=[CH:32][C:33]=2[CH:38]=1, predict the reactants needed to synthesize it. The reactants are: C(N(CC)CC)C.ClC(OCC)=O.[C:14]([CH2:17][N:18]1[C:27]2[C:22](=[CH:23][CH:24]=[CH:25][CH:26]=2)[CH2:21][CH:20]([NH:28][C:29]([C:31]2[NH:35][C:34]3[S:36][C:37]([Cl:39])=[CH:38][C:33]=3[CH:32]=2)=[O:30])[C:19]1=[O:40])(O)=[O:15].[Li+].[BH4-].